Task: Predict which catalyst facilitates the given reaction.. Dataset: Catalyst prediction with 721,799 reactions and 888 catalyst types from USPTO (1) Reactant: [Br:1][C:2]1[S:11][C:5]2[N:6]=[CH:7][N:8]=[C:9](Cl)[C:4]=2[C:3]=1[I:12].[OH:13][C@H:14]([CH2:19][C:20]1[CH:25]=[CH:24][CH:23]=[CH:22][CH:21]=1)[C:15]([O:17][CH3:18])=[O:16].C(=O)([O-])[O-].[Cs+].[Cs+].CS(C)=O. Product: [Br:1][C:2]1[S:11][C:5]2[N:6]=[CH:7][N:8]=[C:9]([O:13][C@H:14]([CH2:19][C:20]3[CH:25]=[CH:24][CH:23]=[CH:22][CH:21]=3)[C:15]([O:17][CH3:18])=[O:16])[C:4]=2[C:3]=1[I:12]. The catalyst class is: 6. (2) Reactant: [CH3:1][C:2]1[C:7]([NH2:8])=[CH:6][N:5]=[C:4]([C:9]2[CH:10]=[N:11][CH:12]=[CH:13][CH:14]=2)[CH:3]=1.[N:15]([O-])=O.[Na+]. Product: [N:11]1[CH:12]=[CH:13][CH:14]=[C:9]([C:4]2[CH:3]=[C:2]3[CH:1]=[N:15][NH:8][C:7]3=[CH:6][N:5]=2)[CH:10]=1. The catalyst class is: 52. (3) Reactant: [OH:1][N:2]=[C:3]([C:5]12[CH2:12][CH2:11][C:8]([C:13]3[N:17]([CH3:18])[C:16]([C:19]4[CH:24]=[CH:23][CH:22]=[CH:21][C:20]=4[C:25]([F:28])([F:27])[F:26])=[N:15][N:14]=3)([CH2:9][CH2:10]1)[CH2:7][CH2:6]2)[NH2:4].[F:29][C:30]1([F:37])[CH2:33][CH:32]([C:34](O)=O)[CH2:31]1.C(N1C=CN=C1)(N1C=CN=C1)=O. Product: [F:29][C:30]1([F:37])[CH2:33][CH:32]([C:34]2[O:1][N:2]=[C:3]([C:5]34[CH2:12][CH2:11][C:8]([C:13]5[N:17]([CH3:18])[C:16]([C:19]6[CH:24]=[CH:23][CH:22]=[CH:21][C:20]=6[C:25]([F:28])([F:27])[F:26])=[N:15][N:14]=5)([CH2:9][CH2:10]3)[CH2:7][CH2:6]4)[N:4]=2)[CH2:31]1. The catalyst class is: 2.